Dataset: Full USPTO retrosynthesis dataset with 1.9M reactions from patents (1976-2016). Task: Predict the reactants needed to synthesize the given product. Given the product [C:30]([C:22]1[C:23]([NH:25][CH2:26][CH2:27][O:28][CH3:29])=[CH:24][C:19]([NH:18][C:17]([N:11]2[C:10]3[C:15](=[CH:16][C:7]([CH2:6][N:49]4[CH2:50][CH2:51][N:46]([CH3:45])[C:47](=[O:52])[CH2:48]4)=[C:8]([CH:33]([O:36][CH3:37])[O:34][CH3:35])[N:9]=3)[CH2:14][CH2:13][CH2:12]2)=[O:32])=[N:20][CH:21]=1)#[N:31], predict the reactants needed to synthesize it. The reactants are: CS(O[CH2:6][C:7]1[C:8]([CH:33]([O:36][CH3:37])[O:34][CH3:35])=[N:9][C:10]2[N:11]([C:17](=[O:32])[NH:18][C:19]3[CH:24]=[C:23]([NH:25][CH2:26][CH2:27][O:28][CH3:29])[C:22]([C:30]#[N:31])=[CH:21][N:20]=3)[CH2:12][CH2:13][CH2:14][C:15]=2[CH:16]=1)(=O)=O.CCN(CC)CC.[CH3:45][N:46]1[CH2:51][CH2:50][NH:49][CH2:48][C:47]1=[O:52].